This data is from Reaction yield outcomes from USPTO patents with 853,638 reactions. The task is: Predict the reaction yield, written as a fraction of the theoretical maximum amount of product (1.0 means a 100% yield; for example, 0.34 means a 34% yield). (1) The reactants are F[C:2]1[N:7]=[CH:6][C:5]([C@H:8]([N:10]2[CH2:15][CH2:14][N:13]([C:16]([O:18][C:19]([CH3:22])([CH3:21])[CH3:20])=[O:17])[CH2:12][CH2:11]2)[CH3:9])=[CH:4][C:3]=1[C:23]1[N:31]=[C:30]([CH3:32])[N:29]=[C:28]2[C:24]=1[N:25]=[CH:26][N:27]2[CH:33]1[CH2:38][CH2:37][CH2:36][CH2:35][O:34]1.[F:39][C:40]1[CH:41]=[C:42]([NH2:48])[CH:43]=[N:44][C:45]=1[O:46][CH3:47].C[Si]([N-][Si](C)(C)C)(C)C.[Na+]. The catalyst is C1COCC1. The product is [F:39][C:40]1[CH:41]=[C:42]([NH:48][C:2]2[N:7]=[CH:6][C:5]([C@H:8]([N:10]3[CH2:11][CH2:12][N:13]([C:16]([O:18][C:19]([CH3:20])([CH3:22])[CH3:21])=[O:17])[CH2:14][CH2:15]3)[CH3:9])=[CH:4][C:3]=2[C:23]2[N:31]=[C:30]([CH3:32])[N:29]=[C:28]3[C:24]=2[N:25]=[CH:26][N:27]3[CH:33]2[CH2:38][CH2:37][CH2:36][CH2:35][O:34]2)[CH:43]=[N:44][C:45]=1[O:46][CH3:47]. The yield is 0.553. (2) The reactants are [Cl:1][C:2]1[C:7]([O:8]C(C)C)=[CH:6][C:5]([N:12]2[C:17](=[O:18])[CH:16]=[C:15]3[CH2:19][CH2:20][CH2:21][N:14]3[C:13]2=[O:22])=[C:4]([F:23])[CH:3]=1.ClC1C(O)=CC(N2C(=O)N3CCCCN3C2=S)=C(F)C=1. No catalyst specified. The product is [Cl:1][C:2]1[C:7]([OH:8])=[CH:6][C:5]([N:12]2[C:17](=[O:18])[CH:16]=[C:15]3[CH2:19][CH2:20][CH2:21][N:14]3[C:13]2=[O:22])=[C:4]([F:23])[CH:3]=1. The yield is 0.860. (3) The reactants are Br[CH2:2][C:3]1[CH:4]=[C:5]([CH:10]=[CH:11][C:12]=1[CH2:13]Br)[C:6]([O:8][CH3:9])=[O:7].[CH2:15]([NH2:22])[C:16]1[CH:21]=[CH:20][CH:19]=[CH:18][CH:17]=1. The catalyst is C1C=CC=CC=1. The product is [CH2:15]([N:22]1[CH2:2][C:3]2[C:12](=[CH:11][CH:10]=[C:5]([C:6]([O:8][CH3:9])=[O:7])[CH:4]=2)[CH2:13]1)[C:16]1[CH:21]=[CH:20][CH:19]=[CH:18][CH:17]=1. The yield is 0.283. (4) The reactants are [Br:1][C:2]1[CH:6]=[N:5][N:4]([CH3:7])[C:3]=1[C:8]1[CH:9]=[C:10]([NH2:18])[CH:11]=[CH:12][C:13]=1[O:14][CH:15]([CH3:17])[CH3:16].[F:19][C:20]1[CH:25]=[CH:24][C:23]([N:26]=[C:27]=[O:28])=[CH:22][CH:21]=1. The catalyst is C(Cl)Cl. The product is [Br:1][C:2]1[CH:6]=[N:5][N:4]([CH3:7])[C:3]=1[C:8]1[CH:9]=[C:10]([NH:18][C:27]([NH:26][C:23]2[CH:24]=[CH:25][C:20]([F:19])=[CH:21][CH:22]=2)=[O:28])[CH:11]=[CH:12][C:13]=1[O:14][CH:15]([CH3:16])[CH3:17]. The yield is 0.380. (5) The reactants are [CH3:1][C:2]1[CH:3]=[C:4]2[C:9](=[CH:10][CH:11]=1)[C:8](=[O:12])[N:7]([C:13]1[CH:14]=[N:15][CH:16]=[CH:17][C:18]=1[CH3:19])[CH2:6][CH2:5]2.[N+:20]([O-])([O-:22])=[O:21].[K+]. The catalyst is OS(O)(=O)=O. The product is [CH3:1][C:2]1[CH:3]=[C:4]2[C:9](=[CH:10][C:11]=1[N+:20]([O-:22])=[O:21])[C:8](=[O:12])[N:7]([C:13]1[CH:14]=[N:15][CH:16]=[CH:17][C:18]=1[CH3:19])[CH2:6][CH2:5]2. The yield is 0.803. (6) The reactants are C([O:8][C:9]1[C:14]2[N:15]=[C:16]([NH:18][C:19](=[O:28])[C:20]3[CH:25]=[CH:24][C:23]([CH2:26][Cl:27])=[CH:22][CH:21]=3)[S:17][C:13]=2[C:12]([N:29]2[CH2:34][CH2:33][O:32][CH2:31][CH2:30]2)=[CH:11][CH:10]=1)C1C=CC=CC=1.B(Cl)(Cl)Cl.O.CO. The catalyst is C(Cl)Cl.[I-].C([N+](CCCC)(CCCC)CCCC)CCC. The product is [Cl:27][CH2:26][C:23]1[CH:22]=[CH:21][C:20]([C:19]([NH:18][C:16]2[S:17][C:13]3[C:12]([N:29]4[CH2:34][CH2:33][O:32][CH2:31][CH2:30]4)=[CH:11][CH:10]=[C:9]([OH:8])[C:14]=3[N:15]=2)=[O:28])=[CH:25][CH:24]=1. The yield is 0.180.